From a dataset of Reaction yield outcomes from USPTO patents with 853,638 reactions. Predict the reaction yield, written as a fraction of the theoretical maximum amount of product (1.0 means a 100% yield; for example, 0.34 means a 34% yield). (1) The reactants are F[P-](F)(F)(F)(F)F.N1(O[P+](N(C)C)(N(C)C)N(C)C)C2C=CC=CC=2N=N1.[C:28]1([P:34]([C:44]2[CH:49]=[CH:48][CH:47]=[CH:46][CH:45]=2)[C:35]2[CH:36]=[C:37]([CH:41]=[CH:42][CH:43]=2)[C:38](O)=[O:39])[CH:33]=[CH:32][CH:31]=[CH:30][CH:29]=1.[C:50]([O:54][C:55]([NH:57][C:58]([NH2:60])=[NH:59])=[O:56])([CH3:53])([CH3:52])[CH3:51].CN1CCOCC1. The catalyst is CN(C)C=O.O.C(Cl)Cl.C(OCC)(=O)C. The product is [C:50]([O:54][C:55]([NH:57][C:58](=[NH:60])[NH:59][C:38](=[O:39])[C:37]1[CH:41]=[CH:42][CH:43]=[C:35]([P:34]([C:44]2[CH:49]=[CH:48][CH:47]=[CH:46][CH:45]=2)[C:28]2[CH:33]=[CH:32][CH:31]=[CH:30][CH:29]=2)[CH:36]=1)=[O:56])([CH3:53])([CH3:51])[CH3:52]. The yield is 0.680. (2) The product is [CH3:1][O:2][C:3](=[O:24])[CH:4]([C:5]1[CH:6]=[CH:7][CH:8]=[CH:9][CH:10]=1)[N:11]1[CH2:12][CH2:13][N:14]([C:17]2[CH:18]=[CH:19][C:20]([NH:23][C:25]([C:26]3[CH:27]=[N:28][CH:29]=[CH:30][CH:31]=3)=[O:32])=[CH:21][CH:22]=2)[CH2:15][CH2:16]1. The catalyst is CN(C=O)C.O. The yield is 0.770. The reactants are [CH3:1][O:2][C:3](=[O:24])[CH:4]([N:11]1[CH2:16][CH2:15][N:14]([C:17]2[CH:22]=[CH:21][C:20]([NH2:23])=[CH:19][CH:18]=2)[CH2:13][CH2:12]1)[C:5]1[CH:10]=[CH:9][CH:8]=[CH:7][CH:6]=1.[C:25](O)(=[O:32])[C:26]1[CH:31]=[CH:30][CH:29]=[N:28][CH:27]=1.CN(C(ON1N=NC2C=CC=NC1=2)=[N+](C)C)C.F[P-](F)(F)(F)(F)F.CCN(C(C)C)C(C)C. (3) The reactants are [CH2:1]([N:5]([CH2:35][CH2:36][CH2:37][CH3:38])[C:6]([C:8]1[N:9]=[C:10]([C:14]2[CH:22]=[CH:21][C:17]([C:18](O)=[O:19])=[CH:16][C:15]=2[C:23]([N:25]2[CH2:34][CH2:33][C:32]3[C:27](=[CH:28][CH:29]=[CH:30][CH:31]=3)[CH2:26]2)=[O:24])[N:11]([CH3:13])[CH:12]=1)=[O:7])[CH2:2][CH2:3][CH3:4].[I:39][C:40]1[CH:41]=[CH:42][CH:43]=[C:44]2[C:49]=1[CH:48]=[C:47]([S:50]([NH2:53])(=[O:52])=[O:51])[CH:46]=[CH:45]2. No catalyst specified. The product is [CH2:1]([N:5]([CH2:35][CH2:36][CH2:37][CH3:38])[C:6]([C:8]1[N:9]=[C:10]([C:14]2[CH:22]=[CH:21][C:17]([C:18](=[O:19])[NH:53][S:50]([C:47]3[CH:46]=[CH:45][C:44]4[C:49](=[C:40]([I:39])[CH:41]=[CH:42][CH:43]=4)[CH:48]=3)(=[O:51])=[O:52])=[CH:16][C:15]=2[C:23]([N:25]2[CH2:34][CH2:33][C:32]3[C:27](=[CH:28][CH:29]=[CH:30][CH:31]=3)[CH2:26]2)=[O:24])[N:11]([CH3:13])[CH:12]=1)=[O:7])[CH2:2][CH2:3][CH3:4]. The yield is 0.150. (4) The reactants are [F:1][C:2]1[CH:3]=[C:4]([N:9]2[CH2:13][CH:12]([CH2:14][NH:15][C:16](=[O:18])[CH3:17])[O:11][C:10]2=[O:19])[CH:5]=[CH:6][C:7]=1I.[OH:20][CH2:21][C:22]1[CH:27]=[CH:26][C:25](B(O)O)=[CH:24][CH:23]=1.C(=O)([O-])[O-].[K+].[K+].C(O)C. The catalyst is C1(C)C=CC=CC=1.C1C=CC([P]([Pd]([P](C2C=CC=CC=2)(C2C=CC=CC=2)C2C=CC=CC=2)([P](C2C=CC=CC=2)(C2C=CC=CC=2)C2C=CC=CC=2)[P](C2C=CC=CC=2)(C2C=CC=CC=2)C2C=CC=CC=2)(C2C=CC=CC=2)C2C=CC=CC=2)=CC=1.O. The product is [F:1][C:2]1[CH:3]=[C:4]([N:9]2[CH2:13][CH:12]([CH2:14][NH:15][C:16](=[O:18])[CH3:17])[O:11][C:10]2=[O:19])[CH:5]=[CH:6][C:7]=1[C:25]1[CH:26]=[CH:27][C:22]([CH2:21][OH:20])=[CH:23][CH:24]=1. The yield is 0.940. (5) The reactants are [CH3:1][N:2]([CH3:20])[C:3]1[CH:8]=[CH:7][C:6](/[CH:9]=[CH:10]/[C:11]2[CH:16]=[CH:15][C:14]([N+:17]([O-:19])=[O:18])=[CH:13][CH:12]=2)=[CH:5][CH:4]=1.FC(F)(F)S(O[C:27]1[CH:32]=[CH:31]C=[CH:29][C:28]=1[Si](C)(C)C)(=O)=O.[F-].[K+].C1OCCOCCOCCOCCOCCOC1. The catalyst is C1COCC1. The product is [CH3:20][N:2]([C:1]1[CH:31]=[CH:32][CH:27]=[CH:28][CH:29]=1)[C:3]1[CH:8]=[CH:7][C:6](/[CH:9]=[CH:10]/[C:11]2[CH:16]=[CH:15][C:14]([N+:17]([O-:19])=[O:18])=[CH:13][CH:12]=2)=[CH:5][CH:4]=1. The yield is 0.780. (6) The reactants are [Cl:1][C:2]1[CH:7]=[CH:6][C:5]([C:8]2[N:13]=[C:12]([C:14]([O:16][CH3:17])=[O:15])[CH:11]=[CH:10][C:9]=2[C:18]2[CH:23]=[CH:22][CH:21]=[CH:20][C:19]=2[CH3:24])=[CH:4][C:3]=1[OH:25].C(=O)([O-])[O-].[Cs+].[Cs+].Cl.Cl[CH2:34][CH2:35][CH2:36][N:37]([CH3:39])[CH3:38]. The catalyst is CN(C=O)C. The product is [Cl:1][C:2]1[CH:7]=[CH:6][C:5]([C:8]2[N:13]=[C:12]([C:14]([O:16][CH3:17])=[O:15])[CH:11]=[CH:10][C:9]=2[C:18]2[CH:23]=[CH:22][CH:21]=[CH:20][C:19]=2[CH3:24])=[CH:4][C:3]=1[O:25][CH2:34][CH2:35][CH2:36][N:37]([CH3:39])[CH3:38]. The yield is 0.900. (7) The reactants are CC1N=C(N2C(=O)N(CC3C=CC(C(F)(F)F)=CC=3)N=C2)SC=1C(OCC)=O.[CH3:29][C:30]1[N:31]=[C:32]([N:40]2[C:44](=[O:45])[N:43]([CH2:46][CH2:47][CH2:48][C:49]([F:52])([F:51])[F:50])[N:42]=[CH:41]2)[S:33][C:34]=1[C:35]([O:37]CC)=[O:36]. No catalyst specified. The product is [CH3:29][C:30]1[N:31]=[C:32]([N:40]2[C:44](=[O:45])[N:43]([CH2:46][CH2:47][CH2:48][C:49]([F:52])([F:51])[F:50])[N:42]=[CH:41]2)[S:33][C:34]=1[C:35]([OH:37])=[O:36]. The yield is 0.840. (8) The reactants are [F:1][C:2]1[CH:7]=[CH:6][C:5]([CH2:8][C:9]2[NH:10][C:11]([C:24]3[CH:29]=[CH:28][CH:27]=[C:26]([CH3:30])[N:25]=3)=[C:12]([C:14]3[CH:15]=[C:16]4[C:21](=[CH:22][CH:23]=3)[N:20]=[CH:19][CH:18]=[CH:17]4)[N:13]=2)=[CH:4][C:3]=1[OH:31].Cl.Cl[CH2:34][CH2:35][N:36]1[CH2:40][CH2:39][CH2:38][CH2:37]1.C([O-])([O-])=O.[K+].[K+]. The catalyst is CC(C)=O.CN(C=O)C.O. The product is [F:1][C:2]1[CH:7]=[CH:6][C:5]([CH2:8][C:9]2[NH:10][C:11]([C:24]3[CH:29]=[CH:28][CH:27]=[C:26]([CH3:30])[N:25]=3)=[C:12]([C:14]3[CH:15]=[C:16]4[C:21](=[CH:22][CH:23]=3)[N:20]=[CH:19][CH:18]=[CH:17]4)[N:13]=2)=[CH:4][C:3]=1[O:31][CH2:34][CH2:35][N:36]1[CH2:40][CH2:39][CH2:38][CH2:37]1. The yield is 0.530. (9) The reactants are [CH2:1]([C:3]1[CH:11]=[CH:10][CH:9]=[CH:8][C:4]=1[C:5]([OH:7])=[O:6])[CH3:2].S(=O)(=O)(O)O.[CH3:17]O. No catalyst specified. The product is [CH3:17][O:6][C:5](=[O:7])[C:4]1[CH:8]=[CH:9][CH:10]=[CH:11][C:3]=1[CH2:1][CH3:2]. The yield is 0.960. (10) The reactants are [Br:1][C:2]1[O:6][C:5]([C:7]([C:9]2[C:10](Cl)=[N:11][CH:12]=[N:13][CH:14]=2)=[O:8])=[CH:4][CH:3]=1.[Si:16]([O:23][CH2:24][C@@H:25]1[C@@H:29]([O:30][Si:31]([CH:38]([CH3:40])[CH3:39])([CH:35]([CH3:37])[CH3:36])[CH:32]([CH3:34])[CH3:33])[CH2:28][C@H:27]([NH2:41])[CH2:26]1)([C:19]([CH3:22])([CH3:21])[CH3:20])([CH3:18])[CH3:17].C(N(CC)C(C)C)(C)C. The catalyst is C(O)(C)C. The product is [Br:1][C:2]1[O:6][C:5]([C:7]([C:9]2[C:10]([NH:41][C@H:27]3[CH2:28][C@H:29]([O:30][Si:31]([CH:38]([CH3:39])[CH3:40])([CH:32]([CH3:33])[CH3:34])[CH:35]([CH3:37])[CH3:36])[C@@H:25]([CH2:24][O:23][Si:16]([C:19]([CH3:22])([CH3:21])[CH3:20])([CH3:17])[CH3:18])[CH2:26]3)=[N:11][CH:12]=[N:13][CH:14]=2)=[O:8])=[CH:4][CH:3]=1. The yield is 0.610.